From a dataset of Full USPTO retrosynthesis dataset with 1.9M reactions from patents (1976-2016). Predict the reactants needed to synthesize the given product. (1) The reactants are: Cl[C:2]1[C:11]2[N:12]=[C:13]([CH2:22][O:23][CH2:24][CH3:25])[N:14]([CH2:15][C:16]3[O:20][N:19]=[C:18]([CH3:21])[CH:17]=3)[C:10]=2[C:9]2[CH:8]=[CH:7][CH:6]=[CH:5][C:4]=2[N:3]=1.[NH3:26]. Given the product [CH2:24]([O:23][CH2:22][C:13]1[N:14]([CH2:15][C:16]2[O:20][N:19]=[C:18]([CH3:21])[CH:17]=2)[C:10]2[C:9]3[CH:8]=[CH:7][CH:6]=[CH:5][C:4]=3[N:3]=[C:2]([NH2:26])[C:11]=2[N:12]=1)[CH3:25], predict the reactants needed to synthesize it. (2) Given the product [CH2:7]1[C:8]2[C:4](=[CH:3][C:2]([NH:1][C:12]3[NH:13][CH2:14][CH2:15][N:11]=3)=[CH:10][CH:9]=2)[CH2:5][CH2:6]1, predict the reactants needed to synthesize it. The reactants are: [NH2:1][C:2]1[CH:3]=[C:4]2[C:8](=[CH:9][CH:10]=1)[CH2:7][CH2:6][CH2:5]2.[N:11]1(S(O)(=O)=O)[CH2:15][CH2:14][N:13]=[CH:12]1. (3) Given the product [NH2:31][C:29]1[N:28]=[CH:27][N:26]=[C:25]2[N:24]([CH:18]([C:4]3[CH:3]=[C:2]([Cl:1])[C:7]([C:8]#[N:9])=[C:6]([N:10]4[CH2:14][CH2:13][CH2:12][CH2:11]4)[C:5]=3[O:15][CH2:16][CH3:17])[CH3:19])[N:23]=[C:22]([CH3:21])[C:30]=12, predict the reactants needed to synthesize it. The reactants are: [Cl:1][C:2]1[C:7]([C:8]#[N:9])=[C:6]([N:10]2[CH2:14][CH2:13][CH2:12][CH2:11]2)[C:5]([O:15][CH2:16][CH3:17])=[C:4]([CH:18](Cl)[CH3:19])[CH:3]=1.[CH3:21][C:22]1[C:30]2[C:25](=[N:26][CH:27]=[N:28][C:29]=2[NH2:31])[NH:24][N:23]=1.C(=O)([O-])[O-].[Cs+].[Cs+].